This data is from Reaction yield outcomes from USPTO patents with 853,638 reactions. The task is: Predict the reaction yield, written as a fraction of the theoretical maximum amount of product (1.0 means a 100% yield; for example, 0.34 means a 34% yield). (1) The reactants are [C:1]([C:4]1[N:5]=[C:6]([C:29]2[C:34]([F:35])=[CH:33][CH:32]=[CH:31][C:30]=2[F:36])[O:7][C:8]=1[C:9]1[CH:28]=[CH:27][C:12]([CH2:13][N:14]2[CH2:19][CH2:18][N:17](C(OC(C)(C)C)=O)[CH2:16][CH2:15]2)=[CH:11][CH:10]=1)(=[O:3])[NH2:2].Cl.O1CCOCC1.C([O-])=O. The catalyst is C(Cl)Cl. The product is [F:35][C:34]1[CH:33]=[CH:32][CH:31]=[C:30]([F:36])[C:29]=1[C:6]1[O:7][C:8]([C:9]2[CH:10]=[CH:11][C:12]([CH2:13][N:14]3[CH2:15][CH2:16][NH:17][CH2:18][CH2:19]3)=[CH:27][CH:28]=2)=[C:4]([C:1]([NH2:2])=[O:3])[N:5]=1. The yield is 0.500. (2) The reactants are C([O:4][CH2:5][C:6]([NH:8][C@@H:9]1[C:17]2[C:12](=[CH:13][CH:14]=[CH:15][CH:16]=2)[CH2:11][C@H:10]1[NH:18][C:19]([C:21]1[NH:25][C:24]2[C:26]([Cl:30])=[C:27]([Cl:29])[S:28][C:23]=2[CH:22]=1)=[O:20])=[O:7])(=O)C.CO.C([O-])([O-])=O.[K+].[K+].O. The catalyst is C1COCC1. The product is [Cl:29][C:27]1[S:28][C:23]2[CH:22]=[C:21]([C:19]([NH:18][C@@H:10]3[CH2:11][C:12]4[C:17](=[CH:16][CH:15]=[CH:14][CH:13]=4)[C@H:9]3[NH:8][C:6](=[O:7])[CH2:5][OH:4])=[O:20])[NH:25][C:24]=2[C:26]=1[Cl:30]. The yield is 0.740. (3) The reactants are [NH:1]1[C:5]2=[CH:6][N:7]=[CH:8][CH:9]=[C:4]2[CH:3]=[CH:2]1.[Cl-].[Al+3].[Cl-].[Cl-].[Cl:14][C:15]1[CH:23]=[CH:22][CH:21]=[C:20]([Cl:24])[C:16]=1[C:17](Cl)=[O:18].CO. The catalyst is ClCCl. The product is [Cl:14][C:15]1[CH:23]=[CH:22][CH:21]=[C:20]([Cl:24])[C:16]=1[C:17]([C:3]1[C:4]2[C:5](=[CH:6][N:7]=[CH:8][CH:9]=2)[NH:1][CH:2]=1)=[O:18]. The yield is 0.417.